Dataset: Forward reaction prediction with 1.9M reactions from USPTO patents (1976-2016). Task: Predict the product of the given reaction. Given the reactants C(P(C(C)(C)C)C1C=CC=CC=1C1C=CC=CC=1)(C)(C)C.CC(C)([O-])C.[Na+].[CH3:28][O:29][C:30]1[CH:37]=[CH:36][C:33]([CH2:34][NH2:35])=[CH:32][CH:31]=1.Br[C:39]1[CH:40]=[CH:41][C:42]([C:45]2([C:51]#[N:52])[CH2:50][CH2:49][CH2:48][CH2:47][CH2:46]2)=[N:43][CH:44]=1, predict the reaction product. The product is: [CH3:28][O:29][C:30]1[CH:37]=[CH:36][C:33]([CH2:34][NH:35][C:39]2[CH:40]=[CH:41][C:42]([C:45]3([C:51]#[N:52])[CH2:50][CH2:49][CH2:48][CH2:47][CH2:46]3)=[N:43][CH:44]=2)=[CH:32][CH:31]=1.